Dataset: HIV replication inhibition screening data with 41,000+ compounds from the AIDS Antiviral Screen. Task: Binary Classification. Given a drug SMILES string, predict its activity (active/inactive) in a high-throughput screening assay against a specified biological target. (1) The compound is Cc1ccccc1NC(=O)CSc1nnc(Cc2ccccc2)o1. The result is 0 (inactive). (2) The molecule is Cc1ccc(NC(=O)C(=NNC(N)=O)c2c(O)nc3ccccc3c2O)cc1. The result is 0 (inactive). (3) The drug is Nc1ccc(S(=O)(=O)c2ccc(NCNC(CSSCC(NCNc3ccc(S(=O)(=O)c4ccc(N)cc4)cc3)C(=O)O)C(=O)O)cc2)cc1. The result is 0 (inactive). (4) The molecule is CCCCCCCCCCCCN(CCCCCCCCCCCC)CC(=O)Nc1ccc(S(=O)(=O)c2ccc(NC(=O)CN(CCCCCCCCCCCC)CCCCCCCCCCCC)cc2)cc1. The result is 0 (inactive).